Dataset: Peptide-MHC class I binding affinity with 185,985 pairs from IEDB/IMGT. Task: Regression. Given a peptide amino acid sequence and an MHC pseudo amino acid sequence, predict their binding affinity value. This is MHC class I binding data. (1) The peptide sequence is CFMYSDFHF. The MHC is HLA-A02:19 with pseudo-sequence HLA-A02:19. The binding affinity (normalized) is 0.483. (2) The peptide sequence is NTFVLKKEV. The MHC is HLA-A68:02 with pseudo-sequence HLA-A68:02. The binding affinity (normalized) is 0.594. (3) The peptide sequence is FQEALKKSL. The MHC is HLA-B35:01 with pseudo-sequence HLA-B35:01. The binding affinity (normalized) is 0.0847. (4) The peptide sequence is YLIPAVTSL. The MHC is HLA-A02:03 with pseudo-sequence HLA-A02:03. The binding affinity (normalized) is 1.00. (5) The peptide sequence is TTAGLVGLL. The MHC is Patr-B0101 with pseudo-sequence Patr-B0101. The binding affinity (normalized) is 0.403. (6) The peptide sequence is MMMTACDDGR. The MHC is HLA-A11:01 with pseudo-sequence HLA-A11:01. The binding affinity (normalized) is 0.486.